Predict the product of the given reaction. From a dataset of Forward reaction prediction with 1.9M reactions from USPTO patents (1976-2016). (1) The product is: [Cl:50][C:51]1[C:60]2[C:55](=[CH:56][CH:57]=[CH:58][CH:59]=2)[C:54]([C:41]2[C:40]3[C:44](=[C:36]([F:35])[CH:37]=[C:38]([S:46]([CH3:49])(=[O:47])=[O:48])[CH:39]=3)[NH:43][C:42]=2[CH3:45])=[N:53][N:52]=1. Given the reactants ClC1C=C2C(=CC=1)N(CC(O)=O)C(C)=C2C1C2C(=CC=CC=2)C(=O)N(CC2C=CC(Cl)=CC=2)N=1.[F:35][C:36]1[CH:37]=[C:38]([S:46]([CH3:49])(=[O:48])=[O:47])[CH:39]=[C:40]2[C:44]=1[NH:43][C:42]([CH3:45])=[CH:41]2.[Cl:50][C:51]1[C:60]2[C:55](=[CH:56][CH:57]=[CH:58][CH:59]=2)[C:54](Cl)=[N:53][N:52]=1.[Cl-].[Al+3].[Cl-].[Cl-], predict the reaction product. (2) Given the reactants [CH3:1][C:2]1[C:6]2[CH:7]=[CH:8][CH:9]=[CH:10][C:5]=2[O:4][C:3]=1[C:11]([NH:13][C:14]1[CH:19]=[CH:18][CH:17]=[CH:16][CH:15]=1)=[O:12].[H-].[Na+].Cl.Cl[CH2:24][CH2:25][CH2:26][N:27]1[CH2:32][CH2:31][CH2:30][CH2:29][CH2:28]1.C(=O)([O-])[O-].[K+].[K+].[I-].[K+], predict the reaction product. The product is: [CH3:1][C:2]1[C:6]2[C:5](=[CH:10][CH:9]=[CH:8][CH:7]=2)[O:4][C:3]=1[C:11]([N:13]([C:14]1[CH:19]=[CH:18][CH:17]=[CH:16][CH:15]=1)[CH2:24][CH2:25][CH2:26][N:27]1[CH2:32][CH2:31][CH2:30][CH2:29][CH2:28]1)=[O:12]. (3) Given the reactants [OH:1][NH:2][C:3](=[O:24])[CH:4]([S:10]([C:13]1[CH:18]=[CH:17][C:16]([O:19][CH2:20][C:21]#[C:22][CH3:23])=[CH:15][CH:14]=1)(=[O:12])=[O:11])[CH2:5][CH2:6][CH2:7][CH2:8][NH2:9].[C:25]1([CH2:34][CH2:35][C:36]2[CH:41]=[CH:40][CH:39]=[CH:38][CH:37]=2)[C:26]([C:31](O)=[O:32])=[CH:27][CH:28]=[CH:29][CH:30]=1, predict the reaction product. The product is: [CH2:20]([O:19][C:16]1[CH:15]=[CH:14][C:13]([S:10]([CH:4]([C:3](=[O:24])[NH:2][OH:1])[CH2:5][CH2:6][CH2:7][CH2:8][NH:9][C:31](=[O:32])[C:26]2[CH:27]=[CH:28][CH:29]=[CH:30][C:25]=2[CH2:34][CH2:35][C:36]2[CH:41]=[CH:40][CH:39]=[CH:38][CH:37]=2)(=[O:11])=[O:12])=[CH:18][CH:17]=1)[C:21]#[C:22][CH3:23]. (4) The product is: [N:29]([CH2:21][C:8]1[C:9]([C:12]2[CH:17]=[C:16]([F:18])[CH:15]=[CH:14][C:13]=2[O:19][CH3:20])=[N:10][C:11]2[C:6]([CH:7]=1)=[CH:5][CH:4]=[CH:3][C:2]=2[Cl:1])=[N+:30]=[N-:31]. Given the reactants [Cl:1][C:2]1[CH:3]=[CH:4][CH:5]=[C:6]2[C:11]=1[N:10]=[C:9]([C:12]1[CH:17]=[C:16]([F:18])[CH:15]=[CH:14][C:13]=1[O:19][CH3:20])[C:8]([CH:21]=O)=[CH:7]2.[BH4-].[Na+].S(Cl)(Cl)=O.[N-:29]=[N+:30]=[N-:31].[Na+], predict the reaction product. (5) Given the reactants [Cl:1][C:2]1[CH:3]=[CH:4][C:5]([CH2:8]Cl)=[N:6][CH:7]=1.[C:10]1([CH2:16][C:17](=O)[CH3:18])[CH:15]=[CH:14][CH:13]=[CH:12][CH:11]=1.ClC1C=CC(CBr)=CC=1.[N:29]1C=CC=C(CC(=O)C)C=1, predict the reaction product. The product is: [ClH:1].[NH2:29][CH:17]([CH:16]([C:10]1[CH:15]=[CH:14][CH:13]=[CH:12][CH:11]=1)[CH2:8][C:5]1[CH:4]=[CH:3][C:2]([Cl:1])=[CH:7][N:6]=1)[CH3:18]. (6) Given the reactants [CH3:1][C:2]1[N:11]([C:12]2[CH:17]=[CH:16][C:15]([Cl:18])=[C:14]([Cl:19])[CH:13]=2)[C:10](=[O:20])[C:9]2[C:4](=[CH:5][CH:6]=[CH:7][CH:8]=2)[N:3]=1.[OH:21][C:22]1[C:29]([O:30][CH3:31])=[CH:28][CH:27]=[CH:26][C:23]=1[CH:24]=O.CC([O-])=O.[Na+], predict the reaction product. The product is: [Cl:19][C:14]1[CH:13]=[C:12]([N:11]2[C:10](=[O:20])[C:9]3[C:4](=[CH:5][CH:6]=[CH:7][CH:8]=3)[N:3]=[C:2]2[CH:1]=[CH:24][C:23]2[CH:26]=[CH:27][CH:28]=[C:29]([O:30][CH3:31])[C:22]=2[OH:21])[CH:17]=[CH:16][C:15]=1[Cl:18]. (7) Given the reactants [OH:1][CH:2]1[CH2:7][CH2:6][CH2:5][N:4]([C:8]([O:10][C:11]([CH3:14])([CH3:13])[CH3:12])=[O:9])[CH2:3]1.[O:15]1[CH2:19][CH2:18]OC1=O, predict the reaction product. The product is: [OH:15][CH2:19][CH2:18][O:1][CH:2]1[CH2:7][CH2:6][CH2:5][N:4]([C:8]([O:10][C:11]([CH3:14])([CH3:13])[CH3:12])=[O:9])[CH2:3]1.